From a dataset of Reaction yield outcomes from USPTO patents with 853,638 reactions. Predict the reaction yield, written as a fraction of the theoretical maximum amount of product (1.0 means a 100% yield; for example, 0.34 means a 34% yield). (1) The product is [Cl:23][C:18]1[CH:19]=[C:20]([O:22][S:26]([C:25]([F:38])([F:37])[F:24])(=[O:28])=[O:27])[CH:21]=[C:2]([Cl:1])[C:3]=1[CH2:4][C@@H:5]1[CH2:9][CH2:8][N:7]([N:10]2[CH2:15][CH2:14][CH:13]([OH:16])[CH2:12][CH2:11]2)[C:6]1=[O:17]. The yield is 0.620. The catalyst is C(Cl)Cl. The reactants are [Cl:1][C:2]1[CH:21]=[C:20]([OH:22])[CH:19]=[C:18]([Cl:23])[C:3]=1[CH2:4][C@@H:5]1[CH2:9][CH2:8][N:7]([N:10]2[CH2:15][CH2:14][CH:13]([OH:16])[CH2:12][CH2:11]2)[C:6]1=[O:17].[F:24][C:25]([F:38])([F:37])[S:26](O[S:26]([C:25]([F:38])([F:37])[F:24])(=[O:28])=[O:27])(=[O:28])=[O:27]. (2) The product is [F:21][C:4]([F:3])([F:20])[O:5][C:6]1[CH:11]=[CH:10][C:9]([C:12]2[N:13]=[CH:14][C:15]([CH2:18][OH:19])=[CH:16][N:17]=2)=[CH:8][CH:7]=1. The yield is 0.840. The catalyst is CO. The reactants are [BH4-].[Na+].[F:3][C:4]([F:21])([F:20])[O:5][C:6]1[CH:11]=[CH:10][C:9]([C:12]2[N:17]=[CH:16][C:15]([CH:18]=[O:19])=[CH:14][N:13]=2)=[CH:8][CH:7]=1. (3) The reactants are I([O-])(=O)(=O)=[O:2].[Na+].[F:7][C:8]([F:46])([F:45])[C:9]1[CH:10]=[C:11]([C:19]([CH3:44])([CH3:43])[C:20]([N:22]([CH3:42])[C:23]2[CH:24]=[N:25][C:26]([N:36]3[CH2:41][CH2:40][O:39][CH2:38][CH2:37]3)=[CH:27][C:28]=2[C:29]2[CH:34]=[CH:33][CH:32]=[CH:31][C:30]=2[CH3:35])=[O:21])[CH:12]=[C:13]([C:15]([F:18])([F:17])[F:16])[CH:14]=1. The catalyst is C(Cl)(Cl)(Cl)Cl.O.O.[Ru](=O)=O. The product is [F:46][C:8]([F:7])([F:45])[C:9]1[CH:10]=[C:11]([C:19]([CH3:44])([CH3:43])[C:20]([N:22]([CH3:42])[C:23]2[CH:24]=[N:25][C:26]([N:36]3[CH2:41][CH2:40][O:39][CH2:38][C:37]3=[O:2])=[CH:27][C:28]=2[C:29]2[CH:34]=[CH:33][CH:32]=[CH:31][C:30]=2[CH3:35])=[O:21])[CH:12]=[C:13]([C:15]([F:18])([F:16])[F:17])[CH:14]=1. The yield is 0.340. (4) The reactants are [NH2:1][C:2]1[CH:7]=[C:6]([O:8][CH2:9][C:10]2[CH:15]=[CH:14][CH:13]=[CH:12][CH:11]=2)[CH:5]=[CH:4][C:3]=1[C:16]1[NH:17][C:18]2[C:23]([C:24]=1[CH:25]1[CH2:30][CH2:29][CH2:28][CH2:27][CH2:26]1)=[CH:22][CH:21]=[C:20]([C:31]([O:33][CH3:34])=[O:32])[CH:19]=2.C([O-])(=O)C.[Na+].C(O)(=O)C.[Cl:44][CH2:45][C:46](Cl)=[O:47]. The catalyst is O1CCCC1.O. The product is [CH2:9]([O:8][C:6]1[CH:5]=[CH:4][C:3]([C:16]2[NH:17][C:18]3[C:23]([C:24]=2[CH:25]2[CH2:30][CH2:29][CH2:28][CH2:27][CH2:26]2)=[CH:22][CH:21]=[C:20]([C:31]([O:33][CH3:34])=[O:32])[CH:19]=3)=[C:2]([NH:1][C:46](=[O:47])[CH2:45][Cl:44])[CH:7]=1)[C:10]1[CH:15]=[CH:14][CH:13]=[CH:12][CH:11]=1. The yield is 0.540. (5) The reactants are [CH2:1]([CH2:3][CH:4]([NH:7][C:8](=[O:17])[C:9]1[CH:14]=[CH:13][CH:12]=[C:11]([CH:15]=[O:16])[CH:10]=1)[CH2:5][OH:6])C.[OH-:18].[Na+].[CH3:20][OH:21]. No catalyst specified. The product is [CH2:3]([C:4]([NH:7][C:8](=[O:17])[C:9]1[CH:14]=[CH:13][CH:12]=[C:11]([CH:15]=[O:16])[CH:10]=1)([CH2:5][OH:6])[C:20]([OH:21])=[O:18])[CH3:1]. The yield is 1.00. (6) The reactants are [CH2:1]1[N:6]([CH2:7][CH2:8][OH:9])[CH2:5][CH2:4][N:3]([CH2:10][CH2:11][S:12]([OH:15])(=[O:14])=[O:13])[CH2:2]1. The catalyst is C(O)C. The product is [CH2:8]([OH:9])[CH3:7].[CH2:5]1[N:6]([CH2:7][CH2:8][OH:9])[CH2:1][CH2:2][N:3]([CH2:10][CH2:11][S:12]([OH:15])(=[O:14])=[O:13])[CH2:4]1. The yield is 0.500. (7) The reactants are [Br:1][C:2]1[CH:3]=[C:4]([CH:8]=[CH:9][N:10]=1)[C:5]([OH:7])=[O:6].S(Cl)([Cl:13])=O.[CH3:15]O. No catalyst specified. The product is [ClH:13].[Br:1][C:2]1[CH:3]=[C:4]([CH:8]=[CH:9][N:10]=1)[C:5]([O:7][CH3:15])=[O:6]. The yield is 0.800.